From a dataset of Peptide-MHC class II binding affinity with 134,281 pairs from IEDB. Regression. Given a peptide amino acid sequence and an MHC pseudo amino acid sequence, predict their binding affinity value. This is MHC class II binding data. (1) The peptide sequence is GELQCVDKIDAAFKI. The MHC is DRB1_1501 with pseudo-sequence DRB1_1501. The binding affinity (normalized) is 0.347. (2) The peptide sequence is AFLLLGLAGNSSPSA. The MHC is DRB1_1201 with pseudo-sequence DRB1_1201. The binding affinity (normalized) is 0.398. (3) The peptide sequence is AAGTYVAADAAAAST. The MHC is DRB1_1602 with pseudo-sequence DRB1_1602. The binding affinity (normalized) is 0.998. (4) The binding affinity (normalized) is 0.0222. The MHC is DRB1_1101 with pseudo-sequence DRB1_1101. The peptide sequence is FLLSYGEKDFEDYRF. (5) The peptide sequence is IPFVHLGHRDALEDD. The MHC is HLA-DQA10401-DQB10402 with pseudo-sequence HLA-DQA10401-DQB10402. The binding affinity (normalized) is 0.283.